Dataset: Forward reaction prediction with 1.9M reactions from USPTO patents (1976-2016). Task: Predict the product of the given reaction. (1) The product is: [CH3:18][C:5]1[CH:4]=[C:3]([OH:2])[CH:8]=[CH:7][C:6]=1[CH2:9][CH2:10][CH2:11][CH2:12][C:13]1[NH:14][N:15]=[N:16][CH:17]=1. Given the reactants C[O:2][C:3]1[CH:8]=[CH:7][C:6]([CH2:9][CH2:10][CH2:11][CH2:12][C:13]2[N:14]=[N:15][NH:16][CH:17]=2)=[C:5]([CH3:18])[CH:4]=1.Br.[OH-].[Na+], predict the reaction product. (2) Given the reactants [NH2:1][CH:2]([C:5]1[CH:10]=[CH:9][C:8]([Br:11])=[C:7]([F:12])[CH:6]=1)[CH2:3][OH:4].C([O-])(=O)C.[Na+].[N:18]#[C:19]Br, predict the reaction product. The product is: [Br:11][C:8]1[CH:9]=[CH:10][C:5]([CH:2]2[CH2:3][O:4][C:19]([NH2:18])=[N:1]2)=[CH:6][C:7]=1[F:12]. (3) Given the reactants [C:1]1([C:7]2[N:12]=[CH:11][C:10]([C:13]([OH:15])=O)=[CH:9][N:8]=2)[CH:6]=[CH:5][CH:4]=[CH:3][CH:2]=1.CN(C)CCCN=C=NCC.ON1[C:32]2[CH:33]=[CH:34][CH:35]=C[C:31]=2[N:30]=[N:29]1.NN1CCCCC1, predict the reaction product. The product is: [N:30]1([NH:29][C:13]([C:10]2[CH:11]=[N:12][C:7]([C:1]3[CH:2]=[CH:3][CH:4]=[CH:5][CH:6]=3)=[N:8][CH:9]=2)=[O:15])[CH2:35][CH2:34][CH2:33][CH2:32][CH2:31]1. (4) Given the reactants [NH2:1][C:2]1[CH:7]=[C:6]([NH:8][C:9]([C:11]2[N:23]([CH2:24][C:25]3[CH:30]=[CH:29][CH:28]=[C:27]([F:31])[CH:26]=3)[C:14]3=[N:15][CH:16]=[C:17]([C:19]([F:22])([F:21])[F:20])[CH:18]=[C:13]3[CH:12]=2)=[O:10])[CH:5]=[CH:4][N:3]=1.Br[CH2:33][C:34](=O)[C:35](OCC)=[O:36], predict the reaction product. The product is: [OH:36][CH2:35][C:34]1[N:1]=[C:2]2[CH:7]=[C:6]([NH:8][C:9]([C:11]3[N:23]([CH2:24][C:25]4[CH:30]=[CH:29][CH:28]=[C:27]([F:31])[CH:26]=4)[C:14]4=[N:15][CH:16]=[C:17]([C:19]([F:22])([F:20])[F:21])[CH:18]=[C:13]4[CH:12]=3)=[O:10])[CH:5]=[CH:4][N:3]2[CH:33]=1. (5) Given the reactants Br[CH:2]([C:6]1[CH:11]=[CH:10][CH:9]=[C:8]([Br:12])[CH:7]=1)[C:3]([OH:5])=O.C(Cl)(=O)C(Cl)=O.[C:19]1([C@H:25]([NH:27][CH2:28][CH2:29][CH2:30][OH:31])[CH3:26])[CH:24]=[CH:23][CH:22]=[CH:21][CH:20]=1.C(N(CC)CC)C.[OH-].[K+], predict the reaction product. The product is: [Br:12][C:8]1[CH:7]=[C:6]([CH:2]2[C:3](=[O:5])[N:27]([C@@H:25]([C:19]3[CH:24]=[CH:23][CH:22]=[CH:21][CH:20]=3)[CH3:26])[CH2:28][CH2:29][CH2:30][O:31]2)[CH:11]=[CH:10][CH:9]=1. (6) Given the reactants [Cl:1][C:2]1[CH:7]=[CH:6][C:5]([S:8]([C:11]2([C:22]3[CH:27]=[C:26]([F:28])[CH:25]=[CH:24][C:23]=3[F:29])[CH2:16][CH2:15][CH:14]([NH:17][S:18]([CH3:21])(=[O:20])=[O:19])[CH2:13][CH2:12]2)(=[O:10])=[O:9])=[CH:4][CH:3]=1.[H-].[Na+].O1CCC[CH2:33]1, predict the reaction product. The product is: [Cl:1][C:2]1[CH:7]=[CH:6][C:5]([S:8]([C:11]2([C:22]3[CH:27]=[C:26]([F:28])[CH:25]=[CH:24][C:23]=3[F:29])[CH2:16][CH2:15][CH:14]([N:17]([CH3:33])[S:18]([CH3:21])(=[O:20])=[O:19])[CH2:13][CH2:12]2)(=[O:10])=[O:9])=[CH:4][CH:3]=1.